Dataset: Forward reaction prediction with 1.9M reactions from USPTO patents (1976-2016). Task: Predict the product of the given reaction. Given the reactants [CH:1]1([C:4]2[N:5](COCC[Si](C)(C)C)[N:6]=[C:7]3[C:12]=2[CH:11]=[C:10]([C:13]([F:16])([F:15])[F:14])[CH:9]=[C:8]3[CH2:17][O:18][CH2:19][C:20]2([C:33]3[CH:38]=[CH:37][CH:36]=[CH:35][CH:34]=3)[CH2:25][CH2:24][N:23](C(OC(C)(C)C)=O)[CH2:22][CH2:21]2)[CH2:3][CH2:2]1.FC(F)(F)C(O)=O.C(Cl)Cl, predict the reaction product. The product is: [CH:1]1([C:4]2[C:12]3[C:7](=[C:8]([CH2:17][O:18][CH2:19][C:20]4([C:33]5[CH:38]=[CH:37][CH:36]=[CH:35][CH:34]=5)[CH2:21][CH2:22][NH:23][CH2:24][CH2:25]4)[CH:9]=[C:10]([C:13]([F:15])([F:14])[F:16])[CH:11]=3)[NH:6][N:5]=2)[CH2:3][CH2:2]1.